From a dataset of Reaction yield outcomes from USPTO patents with 853,638 reactions. Predict the reaction yield, written as a fraction of the theoretical maximum amount of product (1.0 means a 100% yield; for example, 0.34 means a 34% yield). The reactants are [CH2:1]([NH:3][C:4]1[C:9]([CH2:10][C:11]2[CH:16]=[C:15]([O:17][CH3:18])[C:14]([O:19][CH3:20])=[CH:13][C:12]=2[CH:21]([CH3:23])[CH3:22])=[CH:8][N:7]=[C:6](SC)[N:5]=1)[CH3:2].O.[CH2:27]1COCC1.O[O:33][S:34]([O-:36])=O.[K+]. The catalyst is O. The product is [CH2:1]([NH:3][C:4]1[C:9]([CH2:10][C:11]2[CH:16]=[C:15]([O:17][CH3:18])[C:14]([O:19][CH3:20])=[CH:13][C:12]=2[CH:21]([CH3:22])[CH3:23])=[CH:8][N:7]=[C:6]([S:34]([CH3:27])(=[O:36])=[O:33])[N:5]=1)[CH3:2]. The yield is 0.920.